Dataset: Forward reaction prediction with 1.9M reactions from USPTO patents (1976-2016). Task: Predict the product of the given reaction. (1) Given the reactants I[CH3:2].[H-].[Na+].[N:5]1[CH:10]=[CH:9][C:8]([CH2:11][C:12]([O:14][CH2:15][CH3:16])=[O:13])=[CH:7][CH:6]=1, predict the reaction product. The product is: [CH2:15]([O:14][C:12](=[O:13])[CH:11]([C:8]1[CH:9]=[CH:10][N:5]=[CH:6][CH:7]=1)[CH3:2])[CH3:16]. (2) Given the reactants [Cl:1][C:2]1[C:32]([C:33]([F:36])([F:35])[F:34])=[CH:31][CH:30]=[CH:29][C:3]=1[CH2:4][N:5]([CH2:20][C@H:21]([C:23]1[CH:28]=[CH:27][CH:26]=[CH:25][CH:24]=1)[CH3:22])[CH2:6][CH2:7][CH2:8][O:9][C:10]1[CH:11]=[C:12]([CH2:16][C:17]([OH:19])=[O:18])[CH:13]=[CH:14][CH:15]=1.Cl, predict the reaction product. The product is: [ClH:1].[Cl:1][C:2]1[C:32]([C:33]([F:34])([F:35])[F:36])=[CH:31][CH:30]=[CH:29][C:3]=1[CH2:4][N:5]([CH2:20][C@H:21]([C:23]1[CH:24]=[CH:25][CH:26]=[CH:27][CH:28]=1)[CH3:22])[CH2:6][CH2:7][CH2:8][O:9][C:10]1[CH:11]=[C:12]([CH2:16][C:17]([OH:19])=[O:18])[CH:13]=[CH:14][CH:15]=1. (3) Given the reactants C([SiH2][O:6][C:7](C)(C)[CH:8]1[O:12][C:11](=[O:13])[N:10]([C:14]2[CH:19]=[CH:18][C:17](B3OC(C)(C)C(C)(C)O3)=[C:16]([F:29])[CH:15]=2)[CH2:9]1)(C)(C)C.Br[C:33]1[CH:34]=[CH:35][C:36]([C:39]2([CH3:50])[O:43][C:42]3=[N:44][C:45]([N+:47]([O-:49])=[O:48])=[CH:46][N:41]3[CH2:40]2)=[N:37][CH:38]=1.CCCC[N+](CCCC)(CCCC)CCCC.[F-], predict the reaction product. The product is: [F:29][C:16]1[CH:15]=[C:14]([N:10]2[CH2:9][CH:8]([CH2:7][OH:6])[O:12][C:11]2=[O:13])[CH:19]=[CH:18][C:17]=1[C:33]1[CH:38]=[N:37][C:36]([C:39]2([CH3:50])[O:43][C:42]3=[N:44][C:45]([N+:47]([O-:49])=[O:48])=[CH:46][N:41]3[CH2:40]2)=[CH:35][CH:34]=1. (4) Given the reactants [NH:1]1[CH2:5][CH2:4][C@@H:3]([NH:6][C:7](=[O:13])[O:8][C:9]([CH3:12])([CH3:11])[CH3:10])[CH2:2]1.Cl[C:15]1[C:16]2[CH:23]=[CH:22][NH:21][C:17]=2[N:18]=[CH:19][N:20]=1.CCN(C(C)C)C(C)C, predict the reaction product. The product is: [N:18]1[C:17]2[NH:21][CH:22]=[CH:23][C:16]=2[C:15]([N:1]2[CH2:5][CH2:4][C@@H:3]([NH:6][C:7](=[O:13])[O:8][C:9]([CH3:10])([CH3:12])[CH3:11])[CH2:2]2)=[N:20][CH:19]=1. (5) Given the reactants C([O:3][C:4]([C:6]1([NH:15][C:16]([CH:18]2[CH2:22][C:21]3[CH:23]=[CH:24][CH:25]=[CH:26][C:20]=3[O:19]2)=[O:17])[CH2:14][C:13]2[C:8](=[CH:9][CH:10]=[CH:11][CH:12]=2)[CH2:7]1)=[O:5])C.O1CCOCC1.CO.O[Li].O, predict the reaction product. The product is: [O:19]1[C:20]2[CH:26]=[CH:25][CH:24]=[CH:23][C:21]=2[CH2:22][CH:18]1[C:16]([NH:15][C:6]1([C:4]([OH:5])=[O:3])[CH2:14][C:13]2[C:8](=[CH:9][CH:10]=[CH:11][CH:12]=2)[CH2:7]1)=[O:17]. (6) Given the reactants [Cl:1][C:2]1[C:3]([F:11])=[C:4]([CH:8]=[CH:9][N:10]=1)[C:5](O)=[O:6].S(Cl)([Cl:14])=O, predict the reaction product. The product is: [Cl:1][C:2]1[C:3]([F:11])=[C:4]([CH:8]=[CH:9][N:10]=1)[C:5]([Cl:14])=[O:6]. (7) Given the reactants [C:1]([C:3]1[CH:11]=[CH:10][C:6]([C:7]([OH:9])=O)=[CH:5][CH:4]=1)#[N:2].CCN(C(C)C)C(C)C.CN(C(ON1N=NC2C=CC=CC1=2)=[N+](C)C)C.F[P-](F)(F)(F)(F)F.[NH2:45][CH2:46][CH2:47][N:48]1[C:52](=[O:53])/[C:51](=[CH:54]/[C:55]2[CH:60]=[CH:59][C:58]([O:61][CH2:62][CH3:63])=[CH:57][CH:56]=2)/[S:50][C:49]1=[O:64], predict the reaction product. The product is: [C:1]([C:3]1[CH:4]=[CH:5][C:6]([C:7]([NH:45][CH2:46][CH2:47][N:48]2[C:52](=[O:53])/[C:51](=[CH:54]/[C:55]3[CH:60]=[CH:59][C:58]([O:61][CH2:62][CH3:63])=[CH:57][CH:56]=3)/[S:50][C:49]2=[O:64])=[O:9])=[CH:10][CH:11]=1)#[N:2]. (8) Given the reactants Br[C:2]1[CH:3]=[CH:4][C:5]([F:15])=[C:6]([NH:8][C:9](=[O:14])[C:10]([F:13])([F:12])[F:11])[CH:7]=1.[CH3:16][Si:17]([C:20]#[CH:21])([CH3:19])[CH3:18].C(N(CC)CC)C, predict the reaction product. The product is: [F:11][C:10]([F:13])([F:12])[C:9]([NH:8][C:6]1[CH:7]=[C:2]([C:21]#[C:20][Si:17]([CH3:19])([CH3:18])[CH3:16])[CH:3]=[CH:4][C:5]=1[F:15])=[O:14]. (9) Given the reactants [F:1][C:2]1[CH:3]=[C:4]([C@@H:10]2[CH2:19][CH2:18][CH2:17][C@H:16]3[N:11]2[C:12](=[O:20])[CH2:13][CH:14]=[CH:15]3)[CH:5]=[C:6]([F:9])[C:7]=1[F:8].[H][H], predict the reaction product. The product is: [F:9][C:6]1[CH:5]=[C:4]([C@@H:10]2[CH2:19][CH2:18][CH2:17][C@H:16]3[N:11]2[C:12](=[O:20])[CH2:13][CH2:14][CH2:15]3)[CH:3]=[C:2]([F:1])[C:7]=1[F:8]. (10) Given the reactants [Cl:1][C:2]1[CH:7]=[CH:6][C:5]([N:8]([C:38](=[O:41])[CH2:39][CH3:40])[C@H:9]2[C:18]3[C:13](=[CH:14][CH:15]=[CH:16][CH:17]=3)[N:12]([C:19]([C:21]3[CH:36]=[CH:35][C:24]([O:25][CH2:26][CH2:27][C:28]([CH3:34])([CH3:33])[C:29]([O:31]C)=[O:30])=[CH:23][CH:22]=3)=[O:20])[C@@H:11]([CH3:37])[CH2:10]2)=[CH:4][CH:3]=1.[OH-].[Na+], predict the reaction product. The product is: [Cl:1][C:2]1[CH:3]=[CH:4][C:5]([N:8]([C:38](=[O:41])[CH2:39][CH3:40])[C@H:9]2[C:18]3[C:13](=[CH:14][CH:15]=[CH:16][CH:17]=3)[N:12]([C:19]([C:21]3[CH:22]=[CH:23][C:24]([O:25][CH2:26][CH2:27][C:28]([CH3:34])([CH3:33])[C:29]([OH:31])=[O:30])=[CH:35][CH:36]=3)=[O:20])[C@@H:11]([CH3:37])[CH2:10]2)=[CH:6][CH:7]=1.